This data is from NCI-60 drug combinations with 297,098 pairs across 59 cell lines. The task is: Regression. Given two drug SMILES strings and cell line genomic features, predict the synergy score measuring deviation from expected non-interaction effect. (1) Drug 1: CCCS(=O)(=O)NC1=C(C(=C(C=C1)F)C(=O)C2=CNC3=C2C=C(C=N3)C4=CC=C(C=C4)Cl)F. Drug 2: C1CC(=O)NC(=O)C1N2CC3=C(C2=O)C=CC=C3N. Cell line: HT29. Synergy scores: CSS=32.9, Synergy_ZIP=2.73, Synergy_Bliss=2.78, Synergy_Loewe=-6.60, Synergy_HSA=4.43. (2) Drug 2: C1CN1P(=S)(N2CC2)N3CC3. Cell line: RPMI-8226. Synergy scores: CSS=55.4, Synergy_ZIP=4.09, Synergy_Bliss=8.35, Synergy_Loewe=10.1, Synergy_HSA=10.9. Drug 1: COC1=C(C=C2C(=C1)N=CN=C2NC3=CC(=C(C=C3)F)Cl)OCCCN4CCOCC4. (3) Drug 1: CC12CCC(CC1=CCC3C2CCC4(C3CC=C4C5=CN=CC=C5)C)O. Drug 2: CC1=C2C(C(=O)C3(C(CC4C(C3C(C(C2(C)C)(CC1OC(=O)C(C(C5=CC=CC=C5)NC(=O)OC(C)(C)C)O)O)OC(=O)C6=CC=CC=C6)(CO4)OC(=O)C)O)C)O. Cell line: MCF7. Synergy scores: CSS=40.1, Synergy_ZIP=9.42, Synergy_Bliss=11.9, Synergy_Loewe=-5.18, Synergy_HSA=12.0. (4) Drug 1: C1CC(C1)(C(=O)O)C(=O)O.[NH2-].[NH2-].[Pt+2]. Drug 2: COCCOC1=C(C=C2C(=C1)C(=NC=N2)NC3=CC=CC(=C3)C#C)OCCOC.Cl. Cell line: SK-OV-3. Synergy scores: CSS=1.34, Synergy_ZIP=-1.73, Synergy_Bliss=-0.519, Synergy_Loewe=-8.61, Synergy_HSA=-4.02. (5) Drug 1: CC12CCC3C(C1CCC2=O)CC(=C)C4=CC(=O)C=CC34C. Drug 2: C1=CC(=CC=C1CCCC(=O)O)N(CCCl)CCCl. Cell line: U251. Synergy scores: CSS=55.2, Synergy_ZIP=-4.57, Synergy_Bliss=-3.46, Synergy_Loewe=-3.06, Synergy_HSA=-1.30.